This data is from Reaction yield outcomes from USPTO patents with 853,638 reactions. The task is: Predict the reaction yield, written as a fraction of the theoretical maximum amount of product (1.0 means a 100% yield; for example, 0.34 means a 34% yield). (1) The reactants are Cl.[F:2][C:3]1[CH:4]=[C:5]([CH:10]2[N:15]([C:16]([O:18][C:19]3[CH:24]=[CH:23][C:22]([N+:25]([O-:27])=[O:26])=[CH:21][CH:20]=3)=[O:17])[C:14]([O:28]C)=[N:13][C:12]([CH3:30])=[C:11]2[C:31]([O:33][CH3:34])=[O:32])[CH:6]=[CH:7][C:8]=1[F:9]. The catalyst is C1COCC1. The product is [F:2][C:3]1[CH:4]=[C:5]([CH:10]2[N:15]([C:16]([O:18][C:19]3[CH:20]=[CH:21][C:22]([N+:25]([O-:27])=[O:26])=[CH:23][CH:24]=3)=[O:17])[C:14](=[O:28])[NH:13][C:12]([CH3:30])=[C:11]2[C:31]([O:33][CH3:34])=[O:32])[CH:6]=[CH:7][C:8]=1[F:9]. The yield is 1.00. (2) The reactants are F[P-](F)(F)(F)(F)F.[CH3:8][N+:9](C)=[C:10](N(C)C)ON1C2N=CC=CC=2N=N1.[C:25]([O:29][C:30]([NH:32][C@H:33]([C:44]([OH:46])=O)[CH2:34][C:35]1[CH:40]=[CH:39][C:38]([B:41]([OH:43])[OH:42])=[CH:37][CH:36]=1)=[O:31])([CH3:28])([CH3:27])[CH3:26].C(N(CC)C(C)C)(C)C.CNC.O1CCCC1. The catalyst is CN(C)C=O. The product is [C:25]([O:29][C:30]([NH:32][C@H:33]([C:44]([N:9]([CH3:10])[CH3:8])=[O:46])[CH2:34][C:35]1[CH:40]=[CH:39][C:38]([B:41]([OH:43])[OH:42])=[CH:37][CH:36]=1)=[O:31])([CH3:28])([CH3:27])[CH3:26]. The yield is 0.700.